This data is from Forward reaction prediction with 1.9M reactions from USPTO patents (1976-2016). The task is: Predict the product of the given reaction. (1) Given the reactants N1([C:7]2[N:12]=[C:11]3NC=C[C:10]3=[CH:9][CH:8]=2)CCNCC1.Cl.[CH:17]1([N:22]2[CH2:27][CH2:26][N:25]([C:28]3[N:33]=[C:32]4[NH:34][C:35]([C:37](O)=[O:38])=[CH:36][C:31]4=[CH:30][CH:29]=3)[CH2:24][CH2:23]2)[CH2:21][CH2:20][CH2:19][CH2:18]1, predict the reaction product. The product is: [CH:17]1([N:22]2[CH2:23][CH2:24][N:25]([C:28]3[N:33]=[C:32]4[NH:34][C:35]([C:37]([N:12]5[CH2:7][CH2:8][CH2:9][CH2:10][CH2:11]5)=[O:38])=[CH:36][C:31]4=[CH:30][CH:29]=3)[CH2:26][CH2:27]2)[CH2:18][CH2:19][CH2:20][CH2:21]1. (2) Given the reactants [CH3:1][C:2]1[C:7]([N:8]2[C:17](=[O:18])[C:16]3[C:11](=[CH:12][CH:13]=[CH:14][CH:15]=3)[N:10]=[CH:9]2)=[CH:6][CH:5]=[CH:4][C:3]=1[C:19]1[CH:27]=[CH:26][C:25]([C:28]([NH2:30])=[O:29])=[C:24]2[C:20]=1[C:21]1[CH2:34][NH:33][CH2:32][CH2:31][C:22]=1[NH:23]2.[C:35](OC(=O)C)(=[O:37])[CH3:36], predict the reaction product. The product is: [C:35]([N:33]1[CH2:32][CH2:31][C:22]2[NH:23][C:24]3[C:20]([C:21]=2[CH2:34]1)=[C:19]([C:3]1[CH:4]=[CH:5][CH:6]=[C:7]([N:8]2[C:17](=[O:18])[C:16]4[C:11](=[CH:12][CH:13]=[CH:14][CH:15]=4)[N:10]=[CH:9]2)[C:2]=1[CH3:1])[CH:27]=[CH:26][C:25]=3[C:28]([NH2:30])=[O:29])(=[O:37])[CH3:36]. (3) Given the reactants Cl[C:2]1[N:3]=[C:4]([N:22]2[CH2:27][CH2:26][O:25][CH2:24][CH2:23]2)[C:5]2[S:10][C:9]([CH2:11][N:12]3[CH2:17][CH2:16][N:15]([S:18]([CH3:21])(=[O:20])=[O:19])[CH2:14][CH2:13]3)=[CH:8][C:6]=2[N:7]=1.CC1(C)COB([C:35]2[CH:36]=[CH:37][C:38]([NH:42]C(=O)OC(C)(C)C)=[N:39][C:40]=2[CH3:41])OC1, predict the reaction product. The product is: [CH3:41][C:40]1[N:39]=[C:38]([NH2:42])[CH:37]=[CH:36][C:35]=1[C:2]1[N:3]=[C:4]([N:22]2[CH2:27][CH2:26][O:25][CH2:24][CH2:23]2)[C:5]2[S:10][C:9]([CH2:11][N:12]3[CH2:17][CH2:16][N:15]([S:18]([CH3:21])(=[O:20])=[O:19])[CH2:14][CH2:13]3)=[CH:8][C:6]=2[N:7]=1. (4) Given the reactants [CH3:1][C:2]1[CH:7]=[CH:6][C:5]([C:8]([P:11](=[O:18])([O:15][CH2:16][CH3:17])[O:12][CH2:13][CH3:14])([F:10])[F:9])=[C:4]([N+:19]([O-])=O)[CH:3]=1, predict the reaction product. The product is: [CH3:1][C:2]1[CH:7]=[CH:6][C:5]([C:8]([P:11](=[O:18])([O:15][CH2:16][CH3:17])[O:12][CH2:13][CH3:14])([F:9])[F:10])=[C:4]([NH2:19])[CH:3]=1. (5) The product is: [F:51][C:52]1[CH:53]=[C:54]2[C:58](=[CH:59][CH:60]=1)[CH2:57][N:56]([C:31]([NH:1][C:2]1[C:3]([CH3:30])=[C:4]([C:8]3[C:20]4[C:19]5[C:14](=[CH:15][C:16]([O:21][CH:22]6[CH2:26][CH2:25][O:24][CH2:23]6)=[CH:17][CH:18]=5)[NH:13][C:12]=4[C:11]([C:27]([NH2:29])=[O:28])=[N:10][CH:9]=3)[CH:5]=[CH:6][CH:7]=1)=[O:32])[CH2:55]2. Given the reactants [NH2:1][C:2]1[C:3]([CH3:30])=[C:4]([C:8]2[C:20]3[C:19]4[C:14](=[CH:15][C:16]([O:21][CH:22]5[CH2:26][CH2:25][O:24][CH2:23]5)=[CH:17][CH:18]=4)[NH:13][C:12]=3[C:11]([C:27]([NH2:29])=[O:28])=[N:10][CH:9]=2)[CH:5]=[CH:6][CH:7]=1.[C:31](Cl)(=O)[O:32]C1C=CC([N+]([O-])=O)=CC=1.N1C=CC=CC=1.Cl.[F:51][C:52]1[CH:53]=[C:54]2[C:58](=[CH:59][CH:60]=1)[CH2:57][NH:56][CH2:55]2.C(N(CC)C(C)C)(C)C, predict the reaction product. (6) The product is: [CH:20]([CH:11]1[CH2:10][N:9]([C:7](=[O:8])/[CH:6]=[CH:5]/[C:4]([OH:23])=[O:3])[C:14]2[CH:15]=[CH:16][CH:17]=[C:18]([CH3:19])[C:13]=2[O:12]1)([CH3:22])[CH3:21]. Given the reactants C([O:3][C:4](=[O:23])/[CH:5]=[CH:6]/[C:7]([N:9]1[C:14]2[CH:15]=[CH:16][CH:17]=[C:18]([CH3:19])[C:13]=2[O:12][CH:11]([CH:20]([CH3:22])[CH3:21])[CH2:10]1)=[O:8])C.[OH-].[Na+], predict the reaction product. (7) Given the reactants [C:1]1([C@H:7]2[C:16]3[C:11](=[CH:12][CH:13]=[CH:14][CH:15]=3)[CH2:10][CH2:9][NH:8]2)[CH:6]=[CH:5][CH:4]=[CH:3][CH:2]=1.N1C=CC=CC=1.[Cl:23][C:24]([Cl:34])([O:26][C:27](=[O:33])[O:28][C:29]([Cl:32])([Cl:31])[Cl:30])[Cl:25], predict the reaction product. The product is: [Cl:23][C:24]([Cl:25])([O:26][C:27](=[O:33])[O:28][C:29]([Cl:32])([Cl:30])[Cl:31])[Cl:34].[C:1]1([C@@:7]2([C:24]([Cl:23])=[O:26])[C:16]3[C:11](=[CH:12][CH:13]=[CH:14][CH:15]=3)[CH2:10][CH2:9][NH:8]2)[CH:2]=[CH:3][CH:4]=[CH:5][CH:6]=1.